From a dataset of Peptide-MHC class I binding affinity with 185,985 pairs from IEDB/IMGT. Regression. Given a peptide amino acid sequence and an MHC pseudo amino acid sequence, predict their binding affinity value. This is MHC class I binding data. (1) The peptide sequence is ALAGNHWHV. The MHC is HLA-A02:01 with pseudo-sequence HLA-A02:01. The binding affinity (normalized) is 0.630. (2) The peptide sequence is YQAVVPLVY. The MHC is HLA-B46:01 with pseudo-sequence HLA-B46:01. The binding affinity (normalized) is 0.408. (3) The peptide sequence is IVSSVNTTSK. The MHC is HLA-A03:01 with pseudo-sequence HLA-A03:01. The binding affinity (normalized) is 0.666. (4) The peptide sequence is RDNRRGLRM. The MHC is Mamu-B08 with pseudo-sequence Mamu-B08. The binding affinity (normalized) is 0.345. (5) The peptide sequence is SLYKYLLLR. The MHC is HLA-A02:01 with pseudo-sequence HLA-A02:01. The binding affinity (normalized) is 0.416. (6) The peptide sequence is DLNKVIQFL. The MHC is HLA-B27:05 with pseudo-sequence HLA-B27:05. The binding affinity (normalized) is 0.0847. (7) The peptide sequence is SSNPVMSRF. The MHC is HLA-B15:09 with pseudo-sequence HLA-B15:09. The binding affinity (normalized) is 0.0847. (8) The peptide sequence is PKKDERGAL. The MHC is HLA-B58:01 with pseudo-sequence HLA-B58:01. The binding affinity (normalized) is 0.0847. (9) The peptide sequence is IHLDKGGQF. The MHC is HLA-A02:01 with pseudo-sequence HLA-A02:01. The binding affinity (normalized) is 0.0847. (10) The peptide sequence is DGAEALGP. The MHC is H-2-Kb with pseudo-sequence H-2-Kb. The binding affinity (normalized) is 0.111.